Task: Predict which catalyst facilitates the given reaction.. Dataset: Catalyst prediction with 721,799 reactions and 888 catalyst types from USPTO (1) Reactant: [CH3:1][N:2]1[CH2:7][CH2:6][N:5]([C:8]2[CH:9]=[C:10]([NH:14][C:15]3[N:20]=[C:19]4[N:21](C5CCCCO5)[N:22]=[CH:23][C:18]4=[C:17]([C:30]4[CH:31]=[C:32]([NH:36][C:37](=[O:40])[CH:38]=[CH2:39])[CH:33]=[CH:34][CH:35]=4)[N:16]=3)[CH:11]=[CH:12][CH:13]=2)[CH2:4][CH2:3]1.FC(F)(F)C(O)=O. Product: [CH3:1][N:2]1[CH2:3][CH2:4][N:5]([C:8]2[CH:9]=[C:10]([NH:14][C:15]3[N:20]=[C:19]4[NH:21][N:22]=[CH:23][C:18]4=[C:17]([C:30]4[CH:31]=[C:32]([NH:36][C:37](=[O:40])[CH:38]=[CH2:39])[CH:33]=[CH:34][CH:35]=4)[N:16]=3)[CH:11]=[CH:12][CH:13]=2)[CH2:6][CH2:7]1. The catalyst class is: 2. (2) Reactant: Cl[CH2:2][C:3]1[N:4]=[C:5]2[C:10]([NH:11][CH2:12][C:13]3[C:18]([CH3:19])=[CH:17][CH:16]=[CH:15][C:14]=3[CH3:20])=[CH:9][CH:8]=[CH:7][N:6]2[C:21]=1[CH3:22].[C-:23]#[N:24].[K+].CS(C)=O.C(Cl)Cl. Product: [C:23]([CH2:2][C:3]1[N:4]=[C:5]2[C:10]([NH:11][CH2:12][C:13]3[C:18]([CH3:19])=[CH:17][CH:16]=[CH:15][C:14]=3[CH3:20])=[CH:9][CH:8]=[CH:7][N:6]2[C:21]=1[CH3:22])#[N:24]. The catalyst class is: 6. (3) Reactant: [CH3:1][C:2]1[N:3]([CH:17]([CH3:21])[CH2:18]SC)[C:4]2[C:9]([CH:10]=1)=[C:8]([C:11]([F:14])([F:13])[F:12])[C:7]([C:15]#[N:16])=[CH:6][CH:5]=2.O[O:23][S:24]([O-:26])=O.[K+].[CH3:28]O. Product: [CH3:1][C:2]1[N:3]([CH:17]([CH3:21])[CH2:18][S:24]([CH3:28])(=[O:26])=[O:23])[C:4]2[C:9]([CH:10]=1)=[C:8]([C:11]([F:13])([F:12])[F:14])[C:7]([C:15]#[N:16])=[CH:6][CH:5]=2. The catalyst class is: 6. (4) Reactant: C[C:2]1[N:7]=[C:6]([C:8]2[C:13]([C:14]3[CH:15]=[CH:16][C:17]4[N:18]([N:20]=[CH:21][N:22]=4)[CH:19]=3)=[CH:12][CH:11]=[CH:10][N:9]=2)[CH:5]=[CH:4][CH:3]=1.ClC1C(C2C=CC3N(N=CN=3)C=2)=CC=CN=1.[Br-].N1C=CC=CC=1[Zn+]. Product: [N:9]1[CH:10]=[CH:11][CH:12]=[C:13]([C:14]2[CH:15]=[CH:16][C:17]3[N:18]([N:20]=[CH:21][N:22]=3)[CH:19]=2)[C:8]=1[C:6]1[CH:5]=[CH:4][CH:3]=[CH:2][N:7]=1. The catalyst class is: 73. (5) Reactant: [Br:1][C:2]1[C:10]2[C:5](=[N:6][C:7](SC)=[N:8][CH:9]=2)[NH:4][N:3]=1.ClC1C=C(C=CC=1)C(OO)=O.[CH2:24]([NH2:28])[CH2:25][CH2:26][CH3:27]. Product: [Br:1][C:2]1[C:10]2[C:5](=[N:6][C:7]([NH:28][CH2:24][CH2:25][CH2:26][CH3:27])=[N:8][CH:9]=2)[NH:4][N:3]=1. The catalyst class is: 1. (6) Reactant: [NH:1]1[CH:5]=[CH:4][N:3]=[C:2]1[CH2:6][NH:7][CH2:8][C:9]1[CH:27]=[CH:26][C:12]([CH2:13][N:14]([CH3:25])[CH2:15][CH2:16][CH2:17][CH2:18][N:19]2[CH2:24][CH2:23][CH2:22][CH2:21][CH2:20]2)=[CH:11][CH:10]=1.[CH3:28][N:29]1[CH:33]=[CH:32][N:31]=[C:30]1[CH:34]=O.C([BH3-])#N.[Na+].C(O)(=O)C. Product: [NH:1]1[CH:5]=[CH:4][N:3]=[C:2]1[CH2:6][N:7]([CH2:8][C:9]1[CH:10]=[CH:11][C:12]([CH2:13][N:14]([CH3:25])[CH2:15][CH2:16][CH2:17][CH2:18][N:19]2[CH2:24][CH2:23][CH2:22][CH2:21][CH2:20]2)=[CH:26][CH:27]=1)[CH2:34][C:30]1[N:29]([CH3:28])[CH:33]=[CH:32][N:31]=1. The catalyst class is: 5. (7) The catalyst class is: 23. Reactant: [CH2:1]([N:3]([CH2:7][CH3:8])[CH2:4][CH2:5][OH:6])[CH3:2].[CH2:9]([Br:11])[CH3:10]. Product: [Br-:11].[CH2:1]([N+:3]([CH2:9][CH3:10])([CH2:7][CH3:8])[CH2:4][CH2:5][OH:6])[CH3:2]. (8) Reactant: [CH:1]([C:5]1[CH:10]=[CH:9][CH:8]=[CH:7][CH:6]=1)([CH2:3][CH3:4])[CH3:2].P(Cl)(Cl)(Cl)(Cl)Cl.[Cl:17][S:18](O)(=[O:20])=[O:19]. Product: [CH:1]([C:5]1[CH:10]=[CH:9][C:8]([S:18]([Cl:17])(=[O:20])=[O:19])=[CH:7][CH:6]=1)([CH2:3][CH3:4])[CH3:2]. The catalyst class is: 26. (9) Reactant: [CH3:1][O:2][C:3](=[O:20])[C@@H:4]([NH:9][C:10]([O:12][CH2:13][C:14]1[CH:19]=[CH:18][CH:17]=[CH:16][CH:15]=1)=[O:11])[CH2:5][CH2:6][S:7][CH3:8].I([O-])(=O)(=O)=[O:22].[Na+]. Product: [CH3:1][O:2][C:3](=[O:20])[C@@H:4]([NH:9][C:10]([O:12][CH2:13][C:14]1[CH:19]=[CH:18][CH:17]=[CH:16][CH:15]=1)=[O:11])[CH2:5][CH2:6][S:7]([CH3:8])=[O:22]. The catalyst class is: 24. (10) Reactant: [Mn]([O-])(=O)(=O)=O.[K+].[Br:7][C:8]1[CH:9]=[C:10]([CH:21]=[O:22])[N:11]([C:13]2[C:18]([Cl:19])=[CH:17][CH:16]=[CH:15][C:14]=2[Cl:20])[CH:12]=1.CC(C)=[O:25].[OH-].[Na+]. Product: [Br:7][C:8]1[CH:9]=[C:10]([C:21]([OH:25])=[O:22])[N:11]([C:13]2[C:18]([Cl:19])=[CH:17][CH:16]=[CH:15][C:14]=2[Cl:20])[CH:12]=1. The catalyst class is: 6.